Dataset: Peptide-MHC class I binding affinity with 185,985 pairs from IEDB/IMGT. Task: Regression. Given a peptide amino acid sequence and an MHC pseudo amino acid sequence, predict their binding affinity value. This is MHC class I binding data. (1) The peptide sequence is MQLPGGWLL. The MHC is HLA-A26:03 with pseudo-sequence HLA-A26:03. The binding affinity (normalized) is 0.0847. (2) The peptide sequence is FTNDVSFLA. The MHC is HLA-A02:06 with pseudo-sequence HLA-A02:06. The binding affinity (normalized) is 0.861.